Dataset: Peptide-MHC class I binding affinity with 185,985 pairs from IEDB/IMGT. Task: Regression. Given a peptide amino acid sequence and an MHC pseudo amino acid sequence, predict their binding affinity value. This is MHC class I binding data. The peptide sequence is PLTFGWCYKL. The MHC is HLA-A29:02 with pseudo-sequence HLA-A29:02. The binding affinity (normalized) is 0.